This data is from Full USPTO retrosynthesis dataset with 1.9M reactions from patents (1976-2016). The task is: Predict the reactants needed to synthesize the given product. The reactants are: [C:1]([N:20]([CH2:24][CH2:25][OH:26])[CH2:21][CH2:22][OH:23])([C:14]1[CH:19]=[CH:18][CH:17]=[CH:16][CH:15]=1)([C:8]1[CH:13]=[CH:12][CH:11]=[CH:10][CH:9]=1)[C:2]1[CH:7]=[CH:6][CH:5]=[CH:4][CH:3]=1.[C:27]1([CH3:37])[CH:32]=[CH:31][C:30]([S:33](Cl)(=[O:35])=[O:34])=[CH:29][CH:28]=1. Given the product [C:1]([N:20]([CH2:24][CH2:25][O:26][S:33]([C:30]1[CH:31]=[CH:32][C:27]([CH3:37])=[CH:28][CH:29]=1)(=[O:35])=[O:34])[CH2:21][CH2:22][O:23][S:33]([C:30]1[CH:31]=[CH:32][C:27]([CH3:37])=[CH:28][CH:29]=1)(=[O:35])=[O:34])([C:8]1[CH:13]=[CH:12][CH:11]=[CH:10][CH:9]=1)([C:14]1[CH:15]=[CH:16][CH:17]=[CH:18][CH:19]=1)[C:2]1[CH:3]=[CH:4][CH:5]=[CH:6][CH:7]=1, predict the reactants needed to synthesize it.